This data is from Reaction yield outcomes from USPTO patents with 853,638 reactions. The task is: Predict the reaction yield, written as a fraction of the theoretical maximum amount of product (1.0 means a 100% yield; for example, 0.34 means a 34% yield). (1) The reactants are [CH3:1][C:2]1[CH:7]=[CH:6][CH:5]=[CH:4][C:3]=1[CH2:8][N:9]1[C:13](=[O:14])[O:12][N:11]=[C:10]1[O:15]CC1C=CC=CC=1.[Cl:23][C:24]1[CH:29]=[CH:28][C:27]([N:30]([CH:34]([CH3:36])[CH3:35])[C:31](Cl)=[O:32])=[CH:26][CH:25]=1.Cl. The catalyst is O1CCCC1. The product is [Cl:23][C:24]1[CH:25]=[CH:26][C:27]([N:30]([CH:34]([CH3:36])[CH3:35])[C:31]([N:11]2[C:10](=[O:15])[N:9]([CH2:8][C:3]3[CH:4]=[CH:5][CH:6]=[CH:7][C:2]=3[CH3:1])[C:13](=[O:14])[O:12]2)=[O:32])=[CH:28][CH:29]=1. The yield is 0.280. (2) The reactants are [C:1]([C:23]([NH2:25])=O)([C:4]([C:7]([C:10]([C:13]([C:16]([C:19]([F:22])([F:21])[F:20])([F:18])[F:17])([F:15])[F:14])([F:12])[F:11])([F:9])[F:8])([F:6])[F:5])([F:3])[F:2].O=P12OP3(OP(OP(O3)(O1)=O)(=O)O2)=O. No catalyst specified. The product is [C:1]([C:23]#[N:25])([C:4]([C:7]([C:10]([C:13]([C:16]([C:19]([F:20])([F:21])[F:22])([F:18])[F:17])([F:15])[F:14])([F:12])[F:11])([F:9])[F:8])([F:6])[F:5])([F:3])[F:2]. The yield is 0.850. (3) The product is [O:2]=[C:3]1[C:8]([NH:9][C:10](=[O:29])[C@@H:11]([NH:19][C:20]2([C:23]3[CH:28]=[CH:27][CH:26]=[CH:25][N:24]=3)[CH2:22][CH2:21]2)[CH2:12][C:13]2[CH:14]=[CH:15][CH:16]=[CH:17][CH:18]=2)=[CH:7][C:6]([C:30]2[CH:31]=[CH:32][N:33]=[CH:34][CH:35]=2)=[CH:5][NH:4]1. The catalyst is O1CCOCC1. The yield is 0.890. The reactants are C[O:2][C:3]1[C:8]([NH:9][C:10](=[O:29])[C@@H:11]([NH:19][C:20]2([C:23]3[CH:28]=[CH:27][CH:26]=[CH:25][N:24]=3)[CH2:22][CH2:21]2)[CH2:12][C:13]2[CH:18]=[CH:17][CH:16]=[CH:15][CH:14]=2)=[CH:7][C:6]([C:30]2[CH:35]=[CH:34][N:33]=[CH:32][CH:31]=2)=[CH:5][N:4]=1.Cl. (4) The reactants are [CH3:1][O:2][CH:3]([C:7]1[CH:16]=[CH:15][CH:14]=[C:13]2[C:8]=1[CH:9]=[CH:10][CH:11]=[N:12]2)[C:4]([OH:6])=O.CN1CCOCC1.ClC(OCC(C)C)=O.Cl.[CH3:33][NH:34][O:35][CH3:36]. The catalyst is C(Cl)Cl. The product is [CH3:36][O:35][N:34]([CH3:33])[C:4](=[O:6])[CH:3]([O:2][CH3:1])[C:7]1[CH:16]=[CH:15][CH:14]=[C:13]2[C:8]=1[CH:9]=[CH:10][CH:11]=[N:12]2. The yield is 0.600. (5) The reactants are [C:1]([C:4]1[CH:9]=[N:8][N:7]2[CH:10]=[C:11]([C:13]([NH:15][NH2:16])=[O:14])[CH:12]=[C:6]2[C:5]=1[NH:17][C@@H:18]1[CH2:23][CH2:22][N:21]([C:24]([O:26][C:27]([CH3:30])([CH3:29])[CH3:28])=[O:25])[CH2:20][C:19]1([CH3:32])[CH3:31])(=[O:3])[NH2:2].N1([C:38](N2C=CN=C2)=[S:39])C=CN=C1.[CH2:45](N(CC)CC)C.IC. The catalyst is O1CCCC1. The product is [C:1]([C:4]1[CH:9]=[N:8][N:7]2[CH:10]=[C:11]([C:13]3[O:14][C:45]([S:39][CH3:38])=[N:16][N:15]=3)[CH:12]=[C:6]2[C:5]=1[NH:17][C@@H:18]1[CH2:23][CH2:22][N:21]([C:24]([O:26][C:27]([CH3:30])([CH3:29])[CH3:28])=[O:25])[CH2:20][C:19]1([CH3:32])[CH3:31])(=[O:3])[NH2:2]. The yield is 0.940.